From a dataset of Forward reaction prediction with 1.9M reactions from USPTO patents (1976-2016). Predict the product of the given reaction. (1) Given the reactants [O:1]=[S:2]1(=[O:23])[CH2:6][CH2:5][CH2:4][N:3]1[C:7]1[CH:15]=[C:14]([N:16]2[CH2:20][CH2:19][CH2:18][S:17]2(=[O:22])=[O:21])[CH:13]=[CH:12][C:8]=1[C:9](O)=[O:10].[CH3:24][C:25]1[C:26]([N:35]2[CH2:40][CH2:39][NH:38][CH2:37][CH2:36]2)=[N:27][CH:28]=[C:29]([C:31]([F:34])([F:33])[F:32])[CH:30]=1, predict the reaction product. The product is: [O:23]=[S:2]1(=[O:1])[CH2:6][CH2:5][CH2:4][N:3]1[C:7]1[CH:15]=[C:14]([N:16]2[CH2:20][CH2:19][CH2:18][S:17]2(=[O:22])=[O:21])[CH:13]=[CH:12][C:8]=1[C:9]([N:38]1[CH2:39][CH2:40][N:35]([C:26]2[C:25]([CH3:24])=[CH:30][C:29]([C:31]([F:34])([F:32])[F:33])=[CH:28][N:27]=2)[CH2:36][CH2:37]1)=[O:10]. (2) The product is: [I:4][C:5]1[C:13]2[C:12](=[O:14])[N:11]([CH3:15])[CH:10]=[N:9][C:8]=2[NH:7][CH:6]=1. Given the reactants Cl.CO.[I:4][C:5]1[C:13]2[C:12](=[O:14])[N:11]([CH3:15])[CH:10]=[N:9][C:8]=2[N:7](C(OC(C)(C)C)=O)[CH:6]=1.C(=O)(O)[O-].[Na+], predict the reaction product. (3) Given the reactants [OH:1][CH2:2][CH2:3][CH2:4][C:5]1[CH:10]=[CH:9][C:8]([C:11]2[C:12](=[O:23])[NH:13][C:14]3[C:19]([N:20]=2)=[CH:18][CH:17]=[C:16]([O:21][CH3:22])[CH:15]=3)=[CH:7][CH:6]=1.Br[CH2:25][C:26]([O:28][CH3:29])=[O:27], predict the reaction product. The product is: [OH:1][CH2:2][CH2:3][CH2:4][C:5]1[CH:6]=[CH:7][C:8]([C:11]2[C:12](=[O:23])[N:13]([CH2:25][C:26]([O:28][CH3:29])=[O:27])[C:14]3[C:19]([N:20]=2)=[CH:18][CH:17]=[C:16]([O:21][CH3:22])[CH:15]=3)=[CH:9][CH:10]=1. (4) The product is: [Na+:19].[CH:1]([C:4]1[CH:9]=[CH:8][C:7]([C:10](=[O:17])[CH2:11][CH2:12][CH2:13][C:14]([O-:16])=[O:15])=[CH:6][CH:5]=1)([CH3:3])[CH3:2]. Given the reactants [CH:1]([C:4]1[CH:9]=[CH:8][C:7]([C:10](=[O:17])[CH2:11][CH2:12][CH2:13][C:14]([OH:16])=[O:15])=[CH:6][CH:5]=1)([CH3:3])[CH3:2].[OH-].[Na+:19], predict the reaction product. (5) Given the reactants [C:1]([C:3]1[CH:8]=[CH:7][C:6]([C:9]2[C:10]([C:17]#[N:18])=[C:11]([CH2:15]O)[NH:12][C:13]=2[CH3:14])=[CH:5][CH:4]=1)#[N:2].[CH3:19][S:20]([O-:22])=[O:21].[Na+].[Cl-].[Na+], predict the reaction product. The product is: [C:1]([C:3]1[CH:8]=[CH:7][C:6]([C:9]2[C:10]([C:17]#[N:18])=[C:11]([CH2:15][S:20]([CH3:19])(=[O:22])=[O:21])[NH:12][C:13]=2[CH3:14])=[CH:5][CH:4]=1)#[N:2]. (6) Given the reactants Cl[C:2]1[C:11]2=[N:12][N:13](CC3C=CC(OC)=CC=3)[CH:14]=[C:10]2[C:9]2[CH:8]=[C:7]([F:24])[CH:6]=[CH:5][C:4]=2[N:3]=1.[CH3:25][O:26][C:27]1[CH:28]=[C:29]([CH:31]=[CH:32][C:33]=1[O:34][CH3:35])[NH2:30].Cl, predict the reaction product. The product is: [CH3:25][O:26][C:27]1[CH:28]=[C:29]([NH:30][C:2]2[C:11]3[NH:12][N:13]=[CH:14][C:10]=3[C:9]3[CH:8]=[C:7]([F:24])[CH:6]=[CH:5][C:4]=3[N:3]=2)[CH:31]=[CH:32][C:33]=1[O:34][CH3:35]. (7) Given the reactants [CH3:1][N:2]1[C:10]2[C:5](=[CH:6][CH:7]=[C:8]([N+:11]([O-])=O)[CH:9]=2)[CH:4]=[N:3]1.[Cl-].[NH4+], predict the reaction product. The product is: [CH3:1][N:2]1[C:10]2[C:5](=[CH:6][CH:7]=[C:8]([NH2:11])[CH:9]=2)[CH:4]=[N:3]1.